This data is from Full USPTO retrosynthesis dataset with 1.9M reactions from patents (1976-2016). The task is: Predict the reactants needed to synthesize the given product. (1) Given the product [Br:1][C:2]1[CH:9]=[CH:8][C:5]([CH2:6][N:30]2[C:31]3[C:36](=[CH:35][CH:34]=[CH:33][CH:32]=3)[C:28]3([C:26]4[CH:27]=[C:22]([F:21])[C:23]([F:40])=[CH:24][C:25]=4[O:39][CH2:38]3)[C:29]2=[O:37])=[CH:4][CH:3]=1, predict the reactants needed to synthesize it. The reactants are: [Br:1][C:2]1[CH:9]=[CH:8][C:5]([CH2:6]Br)=[CH:4][CH:3]=1.BrCC1OC(C(F)(F)F)=CC=1.[F:21][C:22]1[C:23]([F:40])=[CH:24][C:25]2[O:39][CH2:38][C:28]3([C:36]4[C:31](=[CH:32][CH:33]=[CH:34][CH:35]=4)[NH:30][C:29]3=[O:37])[C:26]=2[CH:27]=1.CC1C2C=C3C4(C5C(=CC=CC=5)NC4=O)COC3=CC=2ON=1. (2) Given the product [Br:1][C:2]1[CH:3]=[N:4][C:5]2[N:6]([N:8]=[C:9]([C:11]([N:21]3[CH2:22][CH2:23][C:24]4[C:29](=[CH:28][CH:27]=[CH:26][CH:25]=4)[CH:20]3[CH:14]3[CH2:19][CH2:18][CH2:17][CH2:16][CH2:15]3)=[O:13])[CH:10]=2)[CH:7]=1, predict the reactants needed to synthesize it. The reactants are: [Br:1][C:2]1[CH:3]=[N:4][C:5]2[N:6]([N:8]=[C:9]([C:11]([OH:13])=O)[CH:10]=2)[CH:7]=1.[CH:14]1([CH:20]2[C:29]3[C:24](=[CH:25][CH:26]=[CH:27][CH:28]=3)[CH2:23][CH2:22][NH:21]2)[CH2:19][CH2:18][CH2:17][CH2:16][CH2:15]1. (3) Given the product [Cl:1][C:2]1[NH:10][C:9]2[C:8](=[O:11])[N:7]([CH2:12][CH2:13][CH2:14][CH2:15][C:16]3[O:18][N:10]=[C:2]([C:26]4[CH:27]=[CH:15][CH:14]=[CH:13][CH:12]=4)[N:3]=3)[C:6](=[O:20])[N:5]([CH2:21][CH2:22][CH2:23][CH2:24][CH3:25])[C:4]=2[N:3]=1, predict the reactants needed to synthesize it. The reactants are: [Cl:1][C:2]1[NH:10][C:9]2[C:8](=[O:11])[N:7]([CH2:12][CH2:13][CH2:14][CH2:15][C:16]([O:18]C)=O)[C:6](=[O:20])[N:5]([CH2:21][CH2:22][CH2:23][CH2:24][CH3:25])[C:4]=2[N:3]=1.[CH3:26][CH2:27][O-].[Na+]. (4) Given the product [Cl:1][C:2]1[CH:3]=[C:4]2[C:8](=[CH:9][C:10]=1[Cl:11])[NH:7][C:6]([C:12]1[CH:13]=[CH:14][C:15]([O:19][CH3:20])=[C:16]([NH:18][C:31](=[S:32])[NH:30][C:26]3[CH:25]=[C:24]([CH:29]=[CH:28][CH:27]=3)[C:21]([OH:23])=[O:22])[CH:17]=1)=[CH:5]2, predict the reactants needed to synthesize it. The reactants are: [Cl:1][C:2]1[CH:3]=[C:4]2[C:8](=[CH:9][C:10]=1[Cl:11])[NH:7][C:6]([C:12]1[CH:13]=[CH:14][C:15]([O:19][CH3:20])=[C:16]([NH2:18])[CH:17]=1)=[CH:5]2.[C:21]([C:24]1[CH:25]=[C:26]([N:30]=[C:31]=[S:32])[CH:27]=[CH:28][CH:29]=1)([OH:23])=[O:22]. (5) Given the product [CH3:7][O:8][C:9](=[O:20])[CH2:10][CH2:11][CH2:12][CH2:13][CH2:14][CH2:15][CH2:16][C:17]([O:19][CH2:28][O:27][C:21](=[O:26])[C:22]([CH3:25])([CH3:24])[CH3:23])=[O:18], predict the reactants needed to synthesize it. The reactants are: C([O-])([O-])=O.[Cs+].[Cs+].[CH3:7][O:8][C:9](=[O:20])[CH2:10][CH2:11][CH2:12][CH2:13][CH2:14][CH2:15][CH2:16][C:17]([OH:19])=[O:18].[C:21]([O:27][CH2:28]Cl)(=[O:26])[C:22]([CH3:25])([CH3:24])[CH3:23]. (6) Given the product [Br:19][CH2:8][CH2:7][CH2:6][CH2:5][C:4]([F:11])([F:10])[C:3]([F:13])([F:12])[C:2]([F:18])([F:1])[C:14]([F:17])([F:16])[F:15], predict the reactants needed to synthesize it. The reactants are: [F:1][C:2]([F:18])([C:14]([F:17])([F:16])[F:15])[C:3]([F:13])([F:12])[C:4]([F:11])([F:10])[CH2:5][CH2:6][CH2:7][CH2:8]O.[BrH:19].S(=O)(=O)(O)O. (7) Given the product [CH:3]1([CH2:6][O:7][CH2:13][CH2:14][NH:15][S:16]([C:19]2[CH:24]=[CH:23][C:22]([I:25])=[CH:21][CH:20]=2)(=[O:17])=[O:18])[CH2:5][CH2:4]1, predict the reactants needed to synthesize it. The reactants are: [H-].[Na+].[CH:3]1([CH2:6][OH:7])[CH2:5][CH2:4]1.CS(O[CH2:13][CH2:14][NH:15][S:16]([C:19]1[CH:24]=[CH:23][C:22]([I:25])=[CH:21][CH:20]=1)(=[O:18])=[O:17])(=O)=O. (8) Given the product [F:27][C:28]1[N:32]2[CH:33]=[CH:34][CH:35]=[C:36]([CH3:37])[C:31]2=[N:30][C:29]=1[CH2:38][C@@H:39]1[CH2:44][CH2:43][CH2:42][CH2:41][N:40]1[C:7]([C:5]1[N:6]=[C:2]([CH3:1])[S:3][C:4]=1[C:10]1[CH:15]=[CH:14][CH:13]=[CH:12][CH:11]=1)=[O:9], predict the reactants needed to synthesize it. The reactants are: [CH3:1][C:2]1[S:3][C:4]([C:10]2[CH:15]=[CH:14][CH:13]=[CH:12][CH:11]=2)=[C:5]([C:7]([OH:9])=O)[N:6]=1.C(Cl)(=O)C(Cl)=O.CN(C=O)C.[F:27][C:28]1[N:32]2[CH:33]=[CH:34][CH:35]=[C:36]([CH3:37])[C:31]2=[N:30][C:29]=1[CH2:38][C@@H:39]1[CH2:44][CH2:43][CH2:42][CH2:41][NH:40]1. (9) Given the product [NH2:15][C:13]([CH:10]1[CH2:11][CH2:12][N:7]([CH2:6][C:5]2[CH:20]=[CH:21][C:2]([F:1])=[CH:3][CH:4]=2)[C:8](=[O:19])[CH2:9]1)([CH3:18])[CH3:14], predict the reactants needed to synthesize it. The reactants are: [F:1][C:2]1[CH:21]=[CH:20][C:5]([CH2:6][N:7]2[CH2:12][CH2:11][CH:10]([C:13]([CH3:18])([N+:15]([O-])=O)[CH3:14])[CH2:9][C:8]2=[O:19])=[CH:4][CH:3]=1.[H][H].